Task: Predict the product of the given reaction.. Dataset: Forward reaction prediction with 1.9M reactions from USPTO patents (1976-2016) Given the reactants Br[C:2]1[CH:3]=[CH:4][CH:5]=[C:6]2[C:10]=1N(C)[N:8]=[C:7]2[NH:12][S:13]([CH3:16])(=[O:15])=[O:14].BrC1C2[O:25]N=C(N)C=2C=CC=1.[B:28]1([B:28]2[O:32][C:31]([CH3:34])([CH3:33])[C:30]([CH3:36])([CH3:35])[O:29]2)[O:32][C:31]([CH3:34])([CH3:33])[C:30]([CH3:36])([CH3:35])[O:29]1, predict the reaction product. The product is: [CH3:35][C:30]1([CH3:36])[C:31]([CH3:34])([CH3:33])[O:32][B:28]([C:2]2[C:10]3[O:25][N:8]=[C:7]([NH:12][S:13]([CH3:16])(=[O:15])=[O:14])[C:6]=3[CH:5]=[CH:4][CH:3]=2)[O:29]1.